This data is from Reaction yield outcomes from USPTO patents with 853,638 reactions. The task is: Predict the reaction yield, written as a fraction of the theoretical maximum amount of product (1.0 means a 100% yield; for example, 0.34 means a 34% yield). (1) The reactants are N(C(OCC)=O)=NC(OCC)=O.[CH3:13][O:14][C:15]1[CH:20]=[CH:19][C:18]([N+:21]([O-:23])=[O:22])=[CH:17][C:16]=1[OH:24].C1(P(C2C=CC=CC=2)C2C=CC=CC=2)C=CC=CC=1.[CH3:44][N:45]([CH3:49])[CH2:46][CH2:47]O. No catalyst specified. The product is [CH3:13][O:14][C:15]1[CH:20]=[CH:19][C:18]([N+:21]([O-:23])=[O:22])=[CH:17][C:16]=1[O:24][CH2:47][CH2:46][N:45]([CH3:49])[CH3:44]. The yield is 0.280. (2) The reactants are Cl.[NH2:2][C@:3]12[CH2:38][CH2:37][C@@H:36]([C:39]3([CH3:42])[CH2:41][CH2:40]3)[C@@H:4]1[C@@H:5]1[C@@:18]([CH3:21])([CH2:19][CH2:20]2)[C@@:17]2([CH3:22])[C@@H:8]([C@:9]3([CH3:35])[C@@H:14]([CH2:15][CH2:16]2)[C:13]([CH3:24])([CH3:23])[C:12]([C:25]2[CH:34]=[CH:33][C:28]([C:29]([O:31][CH3:32])=[O:30])=[CH:27][CH:26]=2)=[CH:11][CH2:10]3)[CH2:7][CH2:6]1.[O:43]=[S:44]1(=[O:54])[CH2:49][CH2:48][N:47]([CH2:50][C:51](O)=[O:52])[CH2:46][CH2:45]1.CN(C(ON1N=NC2C=CC=NC1=2)=[N+](C)C)C.F[P-](F)(F)(F)(F)F.CCN(C(C)C)C(C)C.C(O)(C(F)(F)F)=O. The catalyst is C(Cl)Cl. The product is [O:54]=[S:44]1(=[O:43])[CH2:49][CH2:48][N:47]([CH2:50][C:51]([NH:2][C@:3]23[CH2:38][CH2:37][C@@H:36]([C:39]4([CH3:42])[CH2:41][CH2:40]4)[C@@H:4]2[C@@H:5]2[C@@:18]([CH3:21])([CH2:19][CH2:20]3)[C@@:17]3([CH3:22])[C@@H:8]([C@:9]4([CH3:35])[C@@H:14]([CH2:15][CH2:16]3)[C:13]([CH3:23])([CH3:24])[C:12]([C:25]3[CH:26]=[CH:27][C:28]([C:29]([O:31][CH3:32])=[O:30])=[CH:33][CH:34]=3)=[CH:11][CH2:10]4)[CH2:7][CH2:6]2)=[O:52])[CH2:46][CH2:45]1. The yield is 0.590.